Dataset: Reaction yield outcomes from USPTO patents with 853,638 reactions. Task: Predict the reaction yield, written as a fraction of the theoretical maximum amount of product (1.0 means a 100% yield; for example, 0.34 means a 34% yield). (1) The reactants are [C:1]([C:3]1[CH:8]=[CH:7][CH:6]=[CH:5][C:4]=1[C:9]1[CH:14]=[CH:13][C:12]([CH2:15][C:16]2[C:17](=[O:42])[N:18]([C@H:28]3[CH2:33][CH2:32][C@H:31]([C:34]4[O:38][CH:37]=[N:36][C:35]=4C(O)=O)[CH2:30][CH2:29]3)[C:19]3[N:20]([N:25]=[CH:26][N:27]=3)[C:21]=2[CH2:22][CH2:23][CH3:24])=[CH:11][CH:10]=1)#[N:2].N1C2C(=CC=CC=2)C=CC=1.Cl. The catalyst is [Cu]=O.C(OCC)(=O)C. The product is [O:38]1[C:34]([C@H:31]2[CH2:32][CH2:33][C@H:28]([N:18]3[C:17](=[O:42])[C:16]([CH2:15][C:12]4[CH:13]=[CH:14][C:9]([C:4]5[C:3]([C:1]#[N:2])=[CH:8][CH:7]=[CH:6][CH:5]=5)=[CH:10][CH:11]=4)=[C:21]([CH2:22][CH2:23][CH3:24])[N:20]4[N:25]=[CH:26][N:27]=[C:19]34)[CH2:29][CH2:30]2)=[CH:35][N:36]=[CH:37]1. The yield is 0.750. (2) The reactants are Cl.C(OC([N:9]1[CH2:13][CH2:12][C:11]([CH2:25][C:26]2[CH:31]=[CH:30][CH:29]=[CH:28][CH:27]=2)([C:14]([C:16]2[CH:17]=[C:18]3[C:22](=[CH:23][CH:24]=2)[NH:21][CH:20]=[CH:19]3)=[O:15])[CH2:10]1)=O)(C)(C)C. The catalyst is CO. The product is [CH2:25]([C:11]1([C:14]([C:16]2[CH:17]=[C:18]3[C:22](=[CH:23][CH:24]=2)[NH:21][CH:20]=[CH:19]3)=[O:15])[CH2:12][CH2:13][NH:9][CH2:10]1)[C:26]1[CH:31]=[CH:30][CH:29]=[CH:28][CH:27]=1. The yield is 0.930.